Predict which catalyst facilitates the given reaction. From a dataset of Catalyst prediction with 721,799 reactions and 888 catalyst types from USPTO. Reactant: Cl[CH2:2][CH2:3][CH2:4][N:5]1[C:14]2[C:9](=[CH:10][CH:11]=[CH:12][CH:13]=2)[N:8]2[CH:15]=[CH:16][CH:17]=[C:7]2[C:6]1=[O:18].[Cl:19][C:20]1[CH:25]=[CH:24][C:23]([CH:26]2[CH2:31][CH2:30][NH:29][CH2:28][CH2:27]2)=[CH:22][CH:21]=1.C(=O)([O-])[O-].[K+].[K+]. Product: [Cl:19][C:20]1[CH:25]=[CH:24][C:23]([CH:26]2[CH2:27][CH2:28][N:29]([CH2:2][CH2:3][CH2:4][N:5]3[C:14]4[C:9](=[CH:10][CH:11]=[CH:12][CH:13]=4)[N:8]4[CH:15]=[CH:16][CH:17]=[C:7]4[C:6]3=[O:18])[CH2:30][CH2:31]2)=[CH:22][CH:21]=1. The catalyst class is: 10.